Dataset: NCI-60 drug combinations with 297,098 pairs across 59 cell lines. Task: Regression. Given two drug SMILES strings and cell line genomic features, predict the synergy score measuring deviation from expected non-interaction effect. Drug 1: CC1=C2C(C(=O)C3(C(CC4C(C3C(C(C2(C)C)(CC1OC(=O)C(C(C5=CC=CC=C5)NC(=O)OC(C)(C)C)O)O)OC(=O)C6=CC=CC=C6)(CO4)OC(=O)C)OC)C)OC. Drug 2: C1=CC(=C2C(=C1NCCNCCO)C(=O)C3=C(C=CC(=C3C2=O)O)O)NCCNCCO. Cell line: RXF 393. Synergy scores: CSS=51.7, Synergy_ZIP=7.93, Synergy_Bliss=8.03, Synergy_Loewe=14.7, Synergy_HSA=16.8.